From a dataset of NCI-60 drug combinations with 297,098 pairs across 59 cell lines. Regression. Given two drug SMILES strings and cell line genomic features, predict the synergy score measuring deviation from expected non-interaction effect. (1) Drug 1: COC1=NC(=NC2=C1N=CN2C3C(C(C(O3)CO)O)O)N. Drug 2: C1CNP(=O)(OC1)N(CCCl)CCCl. Cell line: PC-3. Synergy scores: CSS=-9.64, Synergy_ZIP=2.77, Synergy_Bliss=-0.923, Synergy_Loewe=-6.25, Synergy_HSA=-5.65. (2) Drug 1: C1=NC2=C(N=C(N=C2N1C3C(C(C(O3)CO)O)O)F)N. Drug 2: CC1=C(C(CCC1)(C)C)C=CC(=CC=CC(=CC(=O)O)C)C. Cell line: SK-MEL-5. Synergy scores: CSS=1.40, Synergy_ZIP=-0.824, Synergy_Bliss=-0.768, Synergy_Loewe=-1.45, Synergy_HSA=-2.59. (3) Drug 1: CC1C(C(CC(O1)OC2CC(OC(C2O)C)OC3=CC4=CC5=C(C(=O)C(C(C5)C(C(=O)C(C(C)O)O)OC)OC6CC(C(C(O6)C)O)OC7CC(C(C(O7)C)O)OC8CC(C(C(O8)C)O)(C)O)C(=C4C(=C3C)O)O)O)O. Drug 2: CCCCC(=O)OCC(=O)C1(CC(C2=C(C1)C(=C3C(=C2O)C(=O)C4=C(C3=O)C=CC=C4OC)O)OC5CC(C(C(O5)C)O)NC(=O)C(F)(F)F)O. Cell line: NCI-H522. Synergy scores: CSS=76.2, Synergy_ZIP=3.18, Synergy_Bliss=1.62, Synergy_Loewe=-0.822, Synergy_HSA=3.20. (4) Drug 1: C1CC(C1)(C(=O)O)C(=O)O.[NH2-].[NH2-].[Pt+2]. Drug 2: C1=CC=C(C=C1)NC(=O)CCCCCCC(=O)NO. Cell line: MCF7. Synergy scores: CSS=11.7, Synergy_ZIP=-7.64, Synergy_Bliss=-0.677, Synergy_Loewe=-9.60, Synergy_HSA=0.926. (5) Drug 1: COC1=CC(=CC(=C1O)OC)C2C3C(COC3=O)C(C4=CC5=C(C=C24)OCO5)OC6C(C(C7C(O6)COC(O7)C8=CC=CS8)O)O. Drug 2: C1CNP(=O)(OC1)N(CCCl)CCCl. Cell line: NCI-H460. Synergy scores: CSS=48.5, Synergy_ZIP=4.65, Synergy_Bliss=3.88, Synergy_Loewe=-30.6, Synergy_HSA=4.56. (6) Drug 1: CC1=C2C(C(=O)C3(C(CC4C(C3C(C(C2(C)C)(CC1OC(=O)C(C(C5=CC=CC=C5)NC(=O)OC(C)(C)C)O)O)OC(=O)C6=CC=CC=C6)(CO4)OC(=O)C)OC)C)OC. Drug 2: N.N.Cl[Pt+2]Cl. Cell line: UACC-257. Synergy scores: CSS=34.2, Synergy_ZIP=9.42, Synergy_Bliss=11.6, Synergy_Loewe=-5.91, Synergy_HSA=9.38. (7) Drug 1: CC1=CC=C(C=C1)C2=CC(=NN2C3=CC=C(C=C3)S(=O)(=O)N)C(F)(F)F. Drug 2: CC12CCC3C(C1CCC2O)C(CC4=C3C=CC(=C4)O)CCCCCCCCCS(=O)CCCC(C(F)(F)F)(F)F. Cell line: HCC-2998. Synergy scores: CSS=-1.20, Synergy_ZIP=-0.857, Synergy_Bliss=-2.68, Synergy_Loewe=-4.73, Synergy_HSA=-3.23. (8) Drug 1: CCC1=CC2CC(C3=C(CN(C2)C1)C4=CC=CC=C4N3)(C5=C(C=C6C(=C5)C78CCN9C7C(C=CC9)(C(C(C8N6C)(C(=O)OC)O)OC(=O)C)CC)OC)C(=O)OC.C(C(C(=O)O)O)(C(=O)O)O. Drug 2: B(C(CC(C)C)NC(=O)C(CC1=CC=CC=C1)NC(=O)C2=NC=CN=C2)(O)O. Cell line: OVCAR-5. Synergy scores: CSS=52.0, Synergy_ZIP=0.0675, Synergy_Bliss=0.708, Synergy_Loewe=1.47, Synergy_HSA=0.947.